From a dataset of Full USPTO retrosynthesis dataset with 1.9M reactions from patents (1976-2016). Predict the reactants needed to synthesize the given product. (1) Given the product [Cl:11][C:12]1[CH:17]=[CH:16][C:15]([C:2]2[CH:3]=[CH:4][C:5]([C:8]([OH:10])=[O:9])=[N:6][CH:7]=2)=[CH:14][CH:13]=1, predict the reactants needed to synthesize it. The reactants are: Br[C:2]1[CH:3]=[CH:4][C:5]([C:8]([OH:10])=[O:9])=[N:6][CH:7]=1.[Cl:11][C:12]1[CH:17]=[CH:16][C:15](OB(O)O)=[CH:14][CH:13]=1. (2) Given the product [CH3:1][N:2]1[CH2:3][C:4]2([CH2:14][C:13](=[O:15])[C:12]3[C:7](=[CH:8][CH:9]=[C:10](/[CH:16]=[CH:17]/[C:18]([NH:35][O:36][CH:37]4[CH2:42][CH2:41][CH2:40][CH2:39][O:38]4)=[O:19])[CH:11]=3)[O:6]2)[CH2:5]1, predict the reactants needed to synthesize it. The reactants are: [CH3:1][N:2]1[CH2:5][C:4]2([CH2:14][C:13](=[O:15])[C:12]3[C:7](=[CH:8][CH:9]=[C:10](/[CH:16]=[CH:17]/[C:18](O)=[O:19])[CH:11]=3)[O:6]2)[CH2:3]1.C(Cl)CCl.C1C=CC2N(O)N=NC=2C=1.[NH2:35][O:36][CH:37]1[CH2:42][CH2:41][CH2:40][CH2:39][O:38]1.